Dataset: Reaction yield outcomes from USPTO patents with 853,638 reactions. Task: Predict the reaction yield, written as a fraction of the theoretical maximum amount of product (1.0 means a 100% yield; for example, 0.34 means a 34% yield). The reactants are [CH3:1][C:2]1([CH3:10])[O:9][CH2:8][C:5]2([O:7][CH2:6]2)[CH2:4][O:3]1.[NH2:11][C:12]1[CH:21]=[C:20]2[C:15]([CH:16]=[C:17]([C:23]3[CH:28]=[CH:27][CH:26]=[CH:25][C:24]=3[C:29]([F:32])([F:31])[F:30])[NH:18][C:19]2=[O:22])=[CH:14][CH:13]=1. The catalyst is C(O)C.[Br-].[Li+]. The product is [OH:7][C:5]1([CH2:6][NH:11][C:12]2[CH:21]=[C:20]3[C:15]([CH:16]=[C:17]([C:23]4[CH:28]=[CH:27][CH:26]=[CH:25][C:24]=4[C:29]([F:32])([F:30])[F:31])[NH:18][C:19]3=[O:22])=[CH:14][CH:13]=2)[CH2:8][O:9][C:2]([CH3:10])([CH3:1])[O:3][CH2:4]1. The yield is 0.720.